Dataset: Catalyst prediction with 721,799 reactions and 888 catalyst types from USPTO. Task: Predict which catalyst facilitates the given reaction. (1) Reactant: [Li+].CC([N-]C(C)C)C.[Br:9][C:10]1[CH:15]=[CH:14][C:13]([CH2:16][C:17]#[N:18])=[CH:12][CH:11]=1.[CH:19](=[O:26])[C:20]1[CH:25]=[CH:24][CH:23]=[CH:22][CH:21]=1. Product: [Br:9][C:10]1[CH:15]=[CH:14][C:13]([CH:16]([CH:19]([OH:26])[C:20]2[CH:25]=[CH:24][CH:23]=[CH:22][CH:21]=2)[C:17]#[N:18])=[CH:12][CH:11]=1. The catalyst class is: 1. (2) Reactant: C1(O[C:8]([N:10]2[CH2:14][CH2:13][C@@H:12]([NH:15][C:16]([O:18][C:19]([CH3:22])([CH3:21])[CH3:20])=[O:17])[CH2:11]2)=[O:9])C=CC=CC=1.[CH2:23]([N:30]1[CH2:34][CH2:33][C@@H:32]([NH2:35])[CH2:31]1)[C:24]1[CH:29]=[CH:28][CH:27]=[CH:26][CH:25]=1. Product: [C:19]([O:18][C:16](=[O:17])[NH:15][C@@H:12]1[CH2:13][CH2:14][N:10]([C:8](=[O:9])[NH:35][C@@H:32]2[CH2:33][CH2:34][N:30]([CH2:23][C:24]3[CH:29]=[CH:28][CH:27]=[CH:26][CH:25]=3)[CH2:31]2)[CH2:11]1)([CH3:20])([CH3:21])[CH3:22]. The catalyst class is: 37. (3) The catalyst class is: 2. Product: [Cl:1][C:2]1[CH:3]=[C:4]2[C:9](=[CH:10][C:11]=1[O:12][CH:13]([CH3:15])[CH3:14])[N:8]=[C:7]([O:16][CH3:17])[C:6]([C:18](=[O:20])[CH3:19])=[CH:5]2. Reactant: [Cl:1][C:2]1[CH:3]=[C:4]2[C:9](=[CH:10][C:11]=1[O:12][CH:13]([CH3:15])[CH3:14])[N:8]=[C:7]([O:16][CH3:17])[C:6]([CH:18]([OH:20])[CH3:19])=[CH:5]2. (4) Reactant: [Cl:1][C:2]1[CH:7]=[C:6](Cl)[N:5]=[CH:4][N:3]=1.[CH2:9]([O:16][C:17]1[C:24]([CH3:25])=[CH:23][C:20]([CH:21]=[O:22])=[CH:19][C:18]=1[CH3:26])[C:10]1[CH:15]=[CH:14][CH:13]=[CH:12][CH:11]=1.[I-].C[N+]1C2C=CC=CC=2N(C)C=1.[H-].[Na+]. Product: [CH2:9]([O:16][C:17]1[C:18]([CH3:26])=[CH:19][C:20]([C:21]([C:6]2[CH:7]=[C:2]([Cl:1])[N:3]=[CH:4][N:5]=2)=[O:22])=[CH:23][C:24]=1[CH3:25])[C:10]1[CH:15]=[CH:14][CH:13]=[CH:12][CH:11]=1. The catalyst class is: 1. (5) Reactant: CC(OI1(OC(C)=O)(OC(C)=O)O[C:12](=O)[C:11]2[CH:10]=CC=C[C:6]1=2)=O.[C:23]([O:27][C:28]([NH:30][C:31]1[S:35][C:34]([C:36]2[C:41]([F:42])=[CH:40][CH:39]=[CH:38][C:37]=2[F:43])=[N:33][C:32]=1[C:44]([NH:46][C:47]1[C:48]([N:57]2[CH2:62][CH2:61][CH2:60][C@H:59]([NH:63][C:64](=[O:70])[O:65]CCCC)[CH2:58]2)=[C:49]2[CH2:55][CH2:54][CH:53]([OH:56])[C:50]2=[N:51][CH:52]=1)=[O:45])=[O:29])([CH3:26])([CH3:25])[CH3:24].[OH-].[Na+]. Product: [C:23]([O:27][C:28]([NH:30][C:31]1[S:35][C:34]([C:36]2[C:41]([F:42])=[CH:40][CH:39]=[CH:38][C:37]=2[F:43])=[N:33][C:32]=1[C:44]([NH:46][C:47]1[C:48]([N:57]2[CH2:62][CH2:61][CH2:60][C@H:59]([NH:63][C:64](=[O:70])[O:65][C:11]([CH3:12])([CH3:10])[CH3:6])[CH2:58]2)=[C:49]2[CH2:55][CH2:54][C:53](=[O:56])[C:50]2=[N:51][CH:52]=1)=[O:45])=[O:29])([CH3:26])([CH3:24])[CH3:25]. The catalyst class is: 61. (6) Reactant: [C:1]([O:5][C:6]([N:8]1[CH2:13][CH2:12][CH:11]([O:14][C:15]2[CH:20]=[CH:19][C:18]([C:21](=O)[CH2:22][CH2:23][C:24]([O:26]CC)=O)=[CH:17][CH:16]=2)[CH2:10][CH2:9]1)=[O:7])([CH3:4])([CH3:3])[CH3:2].O.[NH2:31][NH2:32]. Product: [C:1]([O:5][C:6]([N:8]1[CH2:13][CH2:12][CH:11]([O:14][C:15]2[CH:20]=[CH:19][C:18]([C:21]3[CH2:22][CH2:23][C:24](=[O:26])[NH:32][N:31]=3)=[CH:17][CH:16]=2)[CH2:10][CH2:9]1)=[O:7])([CH3:4])([CH3:3])[CH3:2]. The catalyst class is: 41. (7) The catalyst class is: 474. Reactant: [NH2:1][C:2]1[CH:7]=[C:6]([CH2:8][NH:9][C:10](=[O:23])[C:11]2[CH:16]=[CH:15][C:14]([O:17][CH2:18][C:19]([F:22])([F:21])[F:20])=[N:13][CH:12]=2)[CH:5]=[CH:4][N:3]=1.N1C=CC=CC=1.[C:30](Cl)(=[O:32])[CH3:31]. Product: [C:30]([NH:1][C:2]1[CH:7]=[C:6]([CH2:8][NH:9][C:10](=[O:23])[C:11]2[CH:16]=[CH:15][C:14]([O:17][CH2:18][C:19]([F:22])([F:20])[F:21])=[N:13][CH:12]=2)[CH:5]=[CH:4][N:3]=1)(=[O:32])[CH3:31].